Dataset: Experimentally validated miRNA-target interactions with 360,000+ pairs, plus equal number of negative samples. Task: Binary Classification. Given a miRNA mature sequence and a target amino acid sequence, predict their likelihood of interaction. (1) The miRNA is hsa-miR-6876-3p with sequence AGCUGUCUGUGUUUUCCUUCUCAG. The protein sequence of the target gene is MVLCPVIGKLLHKRVVLASASPRRQEILSNAGLRFEVVPSKFKEKLDKASFATPYGYAMETAKQKALEVANRLYQKDLRAPDVVIGADTIVTVGGLILEKPVDKQDAYRMLSRLSGREHSVFTGVAIVHCSSKDHQLDTRVSEFYEETKVKFSELSEELLWEYVHSGEPMDKAGGYGIQALGGMLVESVHGDFLNVVGFPLNHFCKQLVKLYYPPRPEDLRRSVKHDSIPAADTFEDLSDVEGGGSEPTQRDAGSRDEKAEAGEAGQATAEAECHRTRETLPPFPTRLLELIEGFMLSKG.... Result: 0 (no interaction). (2) The miRNA is hsa-miR-5707 with sequence ACGUUUGAAUGCUGUACAAGGC. The protein sequence of the target gene is MAYPGYGGAFGNFSGQIPGMQMQMGQPMPGAGPNMFSGGYPGYLGYSDSYSPADDSMWTYFTAVAGQDGEVDAEELQRCLTQSGISGTYAPFSLETCRIMIAMLDRDYTGKMGFNEFKELWAALNAWKQNFMTIDQDQSGTVEHHELSQAIALMGYRLSPQTLAAIVRRYSKNGRIFFDDYVACCVKLRALTDFFRRRDHLQQGIVNFMYEDFLQGTMTI. Result: 0 (no interaction). (3) The miRNA is hsa-miR-603 with sequence CACACACUGCAAUUACUUUUGC. The protein sequence of the target gene is MRHNQMCCETPPTVTVYVKSGSNRSHQPKKPITLKRPICKDNWQAFEKNTHNNNKSKRPKGPCLVIQRQDMTAFFKLFDDDLIQDFLWMDCCCKIADKYLLAMTFVYFKRAKFTISEHTRINFFIALYLANTVEEDEEETKYEIFPWALGKNWRKLFPNFLKLRDQLWDRIDYRAIVSRRCCEEVMAIAPTHYIWQRERSVHHSGAVRNYNRDEVQLPRGPSATPVDCSLCGKKRRYVRLGLSSSSSLSSHTAGVTEKHSQDSYNSLSMDIIGDPSQAYTGSEVVNDHQSNKGKKTNFLK.... Result: 0 (no interaction). (4) The miRNA is hsa-miR-6771-3p with sequence CAAACCCCUGUCUACCCGCAG. The protein sequence of the target gene is MDPVACEDVAVNFTQEEWALLDISQRKLYREVMLETFRNLTSIGKKWKDQNIEYEYQNPRRNFRSLIEGNVNEIKEDSHCGETFTQVPDDRLNFQEKKASPEAKSCDNFVCGEVGIGNSSFNMNIRGDIGHKAYEYQDYAPKPYKCQQPKKAFRYHPSFRTQERNHTGEKPYACKECGKTFISHSGIRRRMVMHSGDGPYKCKFCGKAVHCLRLYLIHERTHTGEKPYECKQCVKSFSYSATHRIHERTHTGEKPYECQQCGKAFHSSSSFQAHKRTHTGGKPYECKQCGKSFSWCHSFQ.... Result: 0 (no interaction).